Dataset: Catalyst prediction with 721,799 reactions and 888 catalyst types from USPTO. Task: Predict which catalyst facilitates the given reaction. Reactant: [F:1][C:2]1[CH:7]=[CH:6][C:5]([NH:8][C:9]2[C:10]3[C:17]([CH3:18])=[C:16]([C:19]([NH2:21])=O)[S:15][C:11]=3[N:12]=[CH:13][N:14]=2)=[C:4]([O:22][CH:23]2[CH2:28][CH2:27][O:26][CH2:25][CH2:24]2)[CH:3]=1.FC(F)(F)C(OC(=O)C(F)(F)F)=O. Product: [F:1][C:2]1[CH:7]=[CH:6][C:5]([NH:8][C:9]2[C:10]3[C:17]([CH3:18])=[C:16]([C:19]#[N:21])[S:15][C:11]=3[N:12]=[CH:13][N:14]=2)=[C:4]([O:22][CH:23]2[CH2:24][CH2:25][O:26][CH2:27][CH2:28]2)[CH:3]=1. The catalyst class is: 202.